Dataset: Peptide-MHC class I binding affinity with 185,985 pairs from IEDB/IMGT. Task: Regression. Given a peptide amino acid sequence and an MHC pseudo amino acid sequence, predict their binding affinity value. This is MHC class I binding data. (1) The peptide sequence is KVFPYALINK. The MHC is HLA-A30:02 with pseudo-sequence HLA-A30:02. The binding affinity (normalized) is 0.206. (2) The peptide sequence is YTALHYYYL. The MHC is HLA-A02:01 with pseudo-sequence HLA-A02:01. The binding affinity (normalized) is 0.737. (3) The peptide sequence is FTEEQQQSFM. The MHC is HLA-A02:01 with pseudo-sequence HLA-A02:01. The binding affinity (normalized) is 0.148. (4) The peptide sequence is RVHGATVFK. The MHC is HLA-B08:02 with pseudo-sequence HLA-B08:02. The binding affinity (normalized) is 0.0847. (5) The MHC is HLA-B08:01 with pseudo-sequence HLA-B08:01. The peptide sequence is TMGVLCLAIL. The binding affinity (normalized) is 0.190. (6) The peptide sequence is RRYRRIYDL. The MHC is BoLA-HD6 with pseudo-sequence BoLA-HD6. The binding affinity (normalized) is 0.465. (7) The peptide sequence is YTVKFPNLI. The MHC is HLA-A30:02 with pseudo-sequence HLA-A30:02. The binding affinity (normalized) is 0.234. (8) The peptide sequence is KLWTSISCA. The binding affinity (normalized) is 0.0847. The MHC is HLA-B51:01 with pseudo-sequence HLA-B51:01.